This data is from NCI-60 drug combinations with 297,098 pairs across 59 cell lines. The task is: Regression. Given two drug SMILES strings and cell line genomic features, predict the synergy score measuring deviation from expected non-interaction effect. Drug 1: CCCCC(=O)OCC(=O)C1(CC(C2=C(C1)C(=C3C(=C2O)C(=O)C4=C(C3=O)C=CC=C4OC)O)OC5CC(C(C(O5)C)O)NC(=O)C(F)(F)F)O. Drug 2: C(CCl)NC(=O)N(CCCl)N=O. Cell line: EKVX. Synergy scores: CSS=18.9, Synergy_ZIP=-7.23, Synergy_Bliss=-2.78, Synergy_Loewe=-12.6, Synergy_HSA=-2.38.